Dataset: Catalyst prediction with 721,799 reactions and 888 catalyst types from USPTO. Task: Predict which catalyst facilitates the given reaction. (1) Reactant: [Cl:1][C:2]1[N:10]=[C:9]([CH3:11])[CH:8]=[CH:7][C:3]=1[C:4](Cl)=[O:5].[NH2:12][C:13]1[CH:21]=[C:20]2[C:16]([CH2:17][N:18]([CH2:23][CH2:24][C:25]3[CH:30]=[CH:29][CH:28]=[CH:27][N:26]=3)[C:19]2=[O:22])=[CH:15][CH:14]=1.C(N(CC)CC)C.C(OCC)(=O)C. Product: [Cl:1][C:2]1[N:10]=[C:9]([CH3:11])[CH:8]=[CH:7][C:3]=1[C:4]([NH:12][C:13]1[CH:21]=[C:20]2[C:16](=[CH:15][CH:14]=1)[CH2:17][N:18]([CH2:23][CH2:24][C:25]1[CH:30]=[CH:29][CH:28]=[CH:27][N:26]=1)[C:19]2=[O:22])=[O:5]. The catalyst class is: 30. (2) Reactant: [CH3:1][O:2][C:3]1[CH:8]=[CH:7][CH:6]=[CH:5][C:4]=1[C:9](=[NH:11])[NH2:10].C[O-].[Na+].[Cl:15][CH:16]([C:22](=O)[CH3:23])[C:17](OCC)=[O:18]. Product: [Cl:15][C:16]1[C:17](=[O:18])[N:11]=[C:9]([C:4]2[CH:5]=[CH:6][CH:7]=[CH:8][C:3]=2[O:2][CH3:1])[NH:10][C:22]=1[CH3:23]. The catalyst class is: 71. (3) Reactant: [CH2:1]([Si:3]([CH2:11][CH3:12])([CH2:9][CH3:10])[C:4]#[C:5][CH2:6][CH2:7][OH:8])[CH3:2].[C:13]1([CH3:23])[CH:18]=[CH:17][C:16]([S:19](Cl)(=[O:21])=[O:20])=[CH:15][CH:14]=1.N1C=CC=CC=1. Product: [CH3:23][C:13]1[CH:18]=[CH:17][C:16]([S:19]([O:8][CH2:7][CH2:6][C:5]#[C:4][Si:3]([CH2:1][CH3:2])([CH2:9][CH3:10])[CH2:11][CH3:12])(=[O:21])=[O:20])=[CH:15][CH:14]=1. The catalyst class is: 4.